Task: Predict the product of the given reaction.. Dataset: Forward reaction prediction with 1.9M reactions from USPTO patents (1976-2016) (1) Given the reactants [Cl:1][C:2]1[C:7]([C:8]2[CH:13]=[CH:12][C:11](Cl)=[CH:10][CH:9]=2)=[N:6][CH:5]=[CH:4][N:3]=1.[CH3:15][O:16]C1C=CC(B(O)O)=CC=1, predict the reaction product. The product is: [Cl:1][C:2]1[C:7]([C:8]2[CH:13]=[CH:12][C:11]([O:16][CH3:15])=[CH:10][CH:9]=2)=[N:6][CH:5]=[CH:4][N:3]=1. (2) Given the reactants [Cl:1][C:2]1[CH:7]=[CH:6][C:5]([C:8]2[CH2:12][C:11]([C:17]3[CH:22]=[C:21]([Cl:23])[C:20]([Cl:24])=[C:19]([Cl:25])[CH:18]=3)([C:13]([F:16])([F:15])[F:14])[O:10][N:9]=2)=[CH:4][C:3]=1[CH2:26][NH2:27].[CH:28]1([C:31](Cl)=[O:32])[CH2:30][CH2:29]1, predict the reaction product. The product is: [Cl:1][C:2]1[CH:7]=[CH:6][C:5]([C:8]2[CH2:12][C:11]([C:17]3[CH:22]=[C:21]([Cl:23])[C:20]([Cl:24])=[C:19]([Cl:25])[CH:18]=3)([C:13]([F:16])([F:14])[F:15])[O:10][N:9]=2)=[CH:4][C:3]=1[CH2:26][NH:27][C:31]([CH:28]1[CH2:30][CH2:29]1)=[O:32]. (3) Given the reactants [CH3:1][N:2]1[C@@H:11]([C@H:12]2[O:21][C:19](=[O:20])[C:18]3[C:17]([O:22][CH3:23])=[C:16]([O:24][CH3:25])[CH:15]=[CH:14][C:13]2=3)[C:10]2[C:9]([O:26][CH3:27])=[C:8]3[O:28][CH2:29][O:30][C:7]3=[CH:6][C:5]=2[CH2:4][CH2:3]1.N1C=CC=CC=1.[I:37]Cl.N, predict the reaction product. The product is: [I:37][C:6]1[C:5]2[CH2:4][CH2:3][N:2]([CH3:1])[C@@H:11]([C@@H:12]3[C:13]4[C:18](=[C:17]([O:22][CH3:23])[C:16]([O:24][CH3:25])=[CH:15][CH:14]=4)[C:19](=[O:20])[O:21]3)[C:10]=2[C:9]([O:26][CH3:27])=[C:8]2[O:28][CH2:29][O:30][C:7]=12. (4) The product is: [NH2:4][C:3]1[CH:5]=[CH:6][C:7]([CH2:9][CH:10]2[CH2:11][CH2:12][N:13]([CH2:17][C:18]3[CH:19]=[CH:20][C:21]([C:24]([OH:33])([C:25]([F:26])([F:27])[F:28])[C:29]([F:30])([F:31])[F:32])=[CH:22][CH:23]=3)[CH2:14][CH2:15]2)=[CH:8][C:2]=1[Cl:1]. Given the reactants [Cl:1][C:2]1[CH:8]=[C:7]([CH2:9][CH:10]2[CH2:15][CH2:14][NH:13][CH2:12][CH2:11]2)[CH:6]=[CH:5][C:3]=1[NH2:4].Br[CH2:17][C:18]1[CH:23]=[CH:22][C:21]([C:24]([OH:33])([C:29]([F:32])([F:31])[F:30])[C:25]([F:28])([F:27])[F:26])=[CH:20][CH:19]=1.C(=O)([O-])[O-].[K+].[K+], predict the reaction product.